Dataset: NCI-60 drug combinations with 297,098 pairs across 59 cell lines. Task: Regression. Given two drug SMILES strings and cell line genomic features, predict the synergy score measuring deviation from expected non-interaction effect. (1) Drug 1: CC(CN1CC(=O)NC(=O)C1)N2CC(=O)NC(=O)C2. Drug 2: COC1=NC(=NC2=C1N=CN2C3C(C(C(O3)CO)O)O)N. Cell line: K-562. Synergy scores: CSS=8.69, Synergy_ZIP=2.04, Synergy_Bliss=6.53, Synergy_Loewe=-10.4, Synergy_HSA=-0.305. (2) Drug 1: C1CCN(CC1)CCOC2=CC=C(C=C2)C(=O)C3=C(SC4=C3C=CC(=C4)O)C5=CC=C(C=C5)O. Drug 2: C1=NC2=C(N1)C(=S)N=C(N2)N. Cell line: OVCAR-5. Synergy scores: CSS=37.1, Synergy_ZIP=1.42, Synergy_Bliss=1.28, Synergy_Loewe=-5.67, Synergy_HSA=0.934. (3) Synergy scores: CSS=48.0, Synergy_ZIP=-1.58, Synergy_Bliss=-2.66, Synergy_Loewe=1.29, Synergy_HSA=2.78. Drug 2: CC1C(C(CC(O1)OC2CC(CC3=C2C(=C4C(=C3O)C(=O)C5=CC=CC=C5C4=O)O)(C(=O)C)O)N)O. Drug 1: CCC1=C2CN3C(=CC4=C(C3=O)COC(=O)C4(CC)O)C2=NC5=C1C=C(C=C5)O. Cell line: SF-295. (4) Drug 1: CN(C)C1=NC(=NC(=N1)N(C)C)N(C)C. Drug 2: C(=O)(N)NO. Cell line: HS 578T. Synergy scores: CSS=-7.39, Synergy_ZIP=4.84, Synergy_Bliss=3.13, Synergy_Loewe=-4.49, Synergy_HSA=-4.34. (5) Drug 1: C1CC(=O)NC(=O)C1N2CC3=C(C2=O)C=CC=C3N. Drug 2: C1CN(P(=O)(OC1)NCCCl)CCCl. Cell line: SF-268. Synergy scores: CSS=0.459, Synergy_ZIP=-0.323, Synergy_Bliss=0.0525, Synergy_Loewe=0.0139, Synergy_HSA=-1.22. (6) Drug 2: CC1=C(C(=O)C2=C(C1=O)N3CC4C(C3(C2COC(=O)N)OC)N4)N. Cell line: OVCAR-8. Synergy scores: CSS=37.5, Synergy_ZIP=-1.78, Synergy_Bliss=-2.22, Synergy_Loewe=3.87, Synergy_HSA=5.24. Drug 1: C1=CC(=CC=C1CCC2=CNC3=C2C(=O)NC(=N3)N)C(=O)NC(CCC(=O)O)C(=O)O.